Dataset: Reaction yield outcomes from USPTO patents with 853,638 reactions. Task: Predict the reaction yield, written as a fraction of the theoretical maximum amount of product (1.0 means a 100% yield; for example, 0.34 means a 34% yield). (1) The reactants are [CH3:1][O:2][CH2:3][C:4]#[C:5]C(O)=O.[F:9][C:10]1[CH:19]=[C:18]([NH:20][S:21]([C:24]2[CH:29]=[CH:28][C:27](I)=[CH:26][CH:25]=2)(=[O:23])=[O:22])[C:17]([F:31])=[CH:16][C:11]=1[C:12]([O:14][CH3:15])=[O:13].N1CCC[C@H]1C(O)=O.O=C1O[C@H]([C@H](CO)O)C([O-])=C1O.[Na+].[N-:53]=[N+:54]=[N-:55].[Na+].C(=O)([O-])[O-].[K+].[K+].O.[NH4+]. The catalyst is CS(C)=O.O.O.O.O.O.O.S([O-])([O-])(=O)=O.[Cu+2].C(OCC)(=O)C. The product is [F:9][C:10]1[CH:19]=[C:18]([NH:20][S:21]([C:24]2[CH:29]=[CH:28][C:27]([N:53]3[CH:5]=[C:4]([CH2:3][O:2][CH3:1])[N:55]=[N:54]3)=[CH:26][CH:25]=2)(=[O:23])=[O:22])[C:17]([F:31])=[CH:16][C:11]=1[C:12]([O:14][CH3:15])=[O:13]. The yield is 0.260. (2) The reactants are C1(C)C=CC(S([O-])(=O)=O)=CC=1.[NH+]1C=CC=CC=1.C(OC([O:23][CH:24]1[CH2:36][CH2:35][C:34]([O:38]C(OCC)C)([CH3:37])[CH:33]([O:44][C:45](=[O:53])[CH2:46][N:47]2[CH2:52][CH2:51][O:50][CH2:49][CH2:48]2)[CH:32]=[CH:31][CH:30]([CH3:54])[CH:29](/[C:55](/[CH3:76])=[CH:56]/[CH:57]=[CH:58]/[CH:59]([CH3:75])[CH2:60][CH:61]2[O:74][CH:62]2[CH:63]([CH3:73])[CH:64]([O:67]C(OCC)C)[CH2:65][CH3:66])[O:28][C:26](=[O:27])[CH2:25]1)C)C. The catalyst is CO. The product is [OH:23][CH:24]1[CH2:36][CH2:35][C:34]([OH:38])([CH3:37])[CH:33]([O:44][C:45](=[O:53])[CH2:46][N:47]2[CH2:48][CH2:49][O:50][CH2:51][CH2:52]2)[CH:32]=[CH:31][CH:30]([CH3:54])[CH:29](/[C:55](/[CH3:76])=[CH:56]/[CH:57]=[CH:58]/[CH:59]([CH3:75])[CH2:60][CH:61]2[O:74][CH:62]2[CH:63]([CH3:73])[CH:64]([OH:67])[CH2:65][CH3:66])[O:28][C:26](=[O:27])[CH2:25]1. The yield is 0.820. (3) The reactants are [CH3:1][N:2]1[CH2:7][CH2:6][N:5]([CH2:8][CH2:9][CH2:10][NH2:11])[CH2:4][CH2:3]1.[OH-].[Na+].[Br:14][C:15]1[CH:16]=[C:17]([CH:21]=[CH:22][CH:23]=1)[C:18](Cl)=[O:19]. The catalyst is ClCCl. The product is [Br:14][C:15]1[CH:16]=[C:17]([CH:21]=[CH:22][CH:23]=1)[C:18]([NH:11][CH2:10][CH2:9][CH2:8][N:5]1[CH2:6][CH2:7][N:2]([CH3:1])[CH2:3][CH2:4]1)=[O:19]. The yield is 0.800. (4) The reactants are [Cl:1][C:2]1[C:3]([F:36])=[C:4]([C@@H:8]2[C@:12]([C:15]3[CH:20]=[CH:19][C:18]([Cl:21])=[CH:17][C:16]=3[F:22])([C:13]#[N:14])[C@H:11]([CH2:23][C:24]([CH3:27])([CH3:26])[CH3:25])[CH2:10][N:9]2[C:28]([NH:30][CH2:31][CH2:32][C:33](O)=[O:34])=[O:29])[CH:5]=[CH:6][CH:7]=1.CC[N:39](C(C)C)C(C)C.CN(C(ON1N=NC2C=CC=NC1=2)=[N+](C)C)C.F[P-](F)(F)(F)(F)F.[Cl-].[NH4+]. The catalyst is CN(C=O)C. The product is [C:33]([CH2:32][CH2:31][NH:30][C:28]([N:9]1[CH2:10][CH:11]([CH2:23][C:24]([CH3:25])([CH3:26])[CH3:27])[C:12]([C:15]2[CH:20]=[CH:19][C:18]([Cl:21])=[CH:17][C:16]=2[F:22])([C:13]#[N:14])[CH:8]1[C:4]1[CH:5]=[CH:6][CH:7]=[C:2]([Cl:1])[C:3]=1[F:36])=[O:29])(=[O:34])[NH2:39]. The yield is 0.570. (5) The reactants are Br[C:2]1[CH:17]=[C:16]([Cl:18])[C:5]([C:6]([NH:8][CH2:9][C@@H:10]([F:15])[C:11]([OH:14])([CH3:13])[CH3:12])=[O:7])=[CH:4][N:3]=1.[S:19]1[C:23]2[CH:24]=[C:25]([NH2:28])[CH:26]=[CH:27][C:22]=2[N:21]=[CH:20]1.C([O-])([O-])=O.[Cs+].[Cs+]. The catalyst is C1C=CC(P(C2C=CC=CC=2)[C-]2C=CC=C2)=CC=1.C1C=CC(P(C2C=CC=CC=2)[C-]2C=CC=C2)=CC=1.[Fe+2].Cl[Pd]Cl.O1CCOCC1. The product is [S:19]1[C:23]2[CH:24]=[C:25]([NH:28][C:2]3[CH:17]=[C:16]([Cl:18])[C:5]([C:6]([NH:8][CH2:9][C@@H:10]([F:15])[C:11]([OH:14])([CH3:13])[CH3:12])=[O:7])=[CH:4][N:3]=3)[CH:26]=[CH:27][C:22]=2[N:21]=[CH:20]1. The yield is 0.280. (6) The reactants are [S:1]1[CH:5]=[CH:4][CH:3]=[C:2]1[CH2:6][NH:7][C:8]([C:10]1[N:11]=[C:12]2[C:17]([C:18]([F:21])([F:20])[F:19])=[CH:16][C:15](Br)=[CH:14][N:13]2[C:23]=1[Cl:24])=[O:9].[N-:25]=[N+:26]=[N-:27].[Na+].[Cl-].[NH4+].[CH3:31][N:32](C=O)C. The catalyst is [C-]#N.[Zn+2].[C-]#N.C1C=CC([P]([Pd]([P](C2C=CC=CC=2)(C2C=CC=CC=2)C2C=CC=CC=2)([P](C2C=CC=CC=2)(C2C=CC=CC=2)C2C=CC=CC=2)[P](C2C=CC=CC=2)(C2C=CC=CC=2)C2C=CC=CC=2)(C2C=CC=CC=2)C2C=CC=CC=2)=CC=1. The product is [S:1]1[CH:5]=[CH:4][CH:3]=[C:2]1[CH2:6][NH:7][C:8]([C:10]1[N:11]=[C:12]2[C:17]([C:18]([F:21])([F:20])[F:19])=[CH:16][C:15]([C:31]3[N:25]=[N:26][NH:27][N:32]=3)=[CH:14][N:13]2[C:23]=1[Cl:24])=[O:9]. The yield is 0.150. (7) The yield is 0.900. The catalyst is C(O)(C)(C)C. The reactants are [C:1]([C:3]1[C:8]([O:9][CH2:10][C@H:11]2[CH2:15][CH2:14][CH2:13][N:12]2[C:16]([O:18][C:19]([CH3:22])([CH3:21])[CH3:20])=[O:17])=[CH:7][CH:6]=[CH:5][N:4]=1)#[N:2].[OH-:23].[K+].O. The product is [C:1]([C:3]1[C:8]([O:9][CH2:10][C@H:11]2[CH2:15][CH2:14][CH2:13][N:12]2[C:16]([O:18][C:19]([CH3:22])([CH3:21])[CH3:20])=[O:17])=[CH:7][CH:6]=[CH:5][N:4]=1)(=[O:23])[NH2:2]. (8) The reactants are [Br:1][C:2]1[C:3](=[O:25])[N:4]([CH2:18][C:19]2[CH:20]=[N:21][CH:22]=[CH:23][CH:24]=2)[C:5]([CH3:17])=[CH:6][C:7]=1[C:8]#[C:9][C:10]1[CH:15]=[CH:14][C:13]([F:16])=[CH:12][CH:11]=1.[H][H]. The catalyst is C(OCC)(=O)C.CCO.O=[Pt]=O. The product is [Br:1][C:2]1[C:3](=[O:25])[N:4]([CH2:18][C:19]2[CH:20]=[N:21][CH:22]=[CH:23][CH:24]=2)[C:5]([CH3:17])=[CH:6][C:7]=1[CH2:8][CH2:9][C:10]1[CH:11]=[CH:12][C:13]([F:16])=[CH:14][CH:15]=1. The yield is 0.220. (9) The reactants are Cl[C:2]1[N:7]=[CH:6][N:5]=[C:4]([NH:8][C:9]2[CH:33]=[CH:32][C:12]([C:13]([NH:15][C:16]3[S:20][N:19]=[C:18]([C:21]4[CH:26]=[CH:25][C:24]([F:27])=[C:23]([C:28]([F:31])([F:30])[F:29])[CH:22]=4)[N:17]=3)=[O:14])=[CH:11][CH:10]=2)[CH:3]=1.[NH2:34][CH2:35][C@@H:36]([C@@H:38]1[CH2:42][O:41][C:40]([CH3:44])([CH3:43])[O:39]1)[OH:37]. The catalyst is O1CCOCC1. The product is [OH:37][C@H:36]([C@@H:38]1[CH2:42][O:41][C:40]([CH3:44])([CH3:43])[O:39]1)[CH2:35][NH:34][C:2]1[N:7]=[CH:6][N:5]=[C:4]([NH:8][C:9]2[CH:33]=[CH:32][C:12]([C:13]([NH:15][C:16]3[S:20][N:19]=[C:18]([C:21]4[CH:26]=[CH:25][C:24]([F:27])=[C:23]([C:28]([F:31])([F:30])[F:29])[CH:22]=4)[N:17]=3)=[O:14])=[CH:11][CH:10]=2)[CH:3]=1. The yield is 0.400.